This data is from Reaction yield outcomes from USPTO patents with 853,638 reactions. The task is: Predict the reaction yield, written as a fraction of the theoretical maximum amount of product (1.0 means a 100% yield; for example, 0.34 means a 34% yield). (1) The reactants are [Cl:1][C:2]([Cl:13])([Cl:12])[C:3]([C:5]1[NH:6][C:7]([Br:11])=[C:8]([Br:10])[CH:9]=1)=[O:4].Cl.N[C:16]1NC=C(CCCC(NCCCCCCCCCCCC)=O)N=1. No catalyst specified. The product is [Cl:13][C:2]([Cl:1])([Cl:12])[C:3]([C:5]1[N:6]([CH3:16])[C:7]([Br:11])=[C:8]([Br:10])[CH:9]=1)=[O:4]. The yield is 0.960. (2) The reactants are C(OC([N:8]1[CH2:12][CH2:11][CH2:10][C@H:9]1[C:13]1[NH:14][CH:15]=[C:16]([C:18]2[CH:23]=[CH:22][C:21]([Br:24])=[CH:20][CH:19]=2)[N:17]=1)=O)(C)(C)C.Cl. The catalyst is CO. The product is [Br:24][C:21]1[CH:20]=[CH:19][C:18]([C:16]2[N:17]=[C:13]([C@@H:9]3[CH2:10][CH2:11][CH2:12][NH:8]3)[NH:14][CH:15]=2)=[CH:23][CH:22]=1. The yield is 1.00. (3) The reactants are C[O:2][C:3](=[O:35])[CH2:4][C@@H:5]([NH:12][C:13]([C:15]1[N:16]=[C:17]([C:33]#[N:34])[C:18]2[C:23]([C:24]=1[OH:25])=[CH:22][CH:21]=[C:20]([O:26][C:27]1[CH:32]=[CH:31][CH:30]=[CH:29][CH:28]=1)[CH:19]=2)=[O:14])[C:6]1[CH:7]=[N:8][CH:9]=[CH:10][CH:11]=1.O1CCCC1.[OH-].[Na+]. The catalyst is CO. The product is [C:33]([C:17]1[C:18]2[C:23](=[CH:22][CH:21]=[C:20]([O:26][C:27]3[CH:28]=[CH:29][CH:30]=[CH:31][CH:32]=3)[CH:19]=2)[C:24]([OH:25])=[C:15]([C:13]([NH:12][C@@H:5]([C:6]2[CH:7]=[N:8][CH:9]=[CH:10][CH:11]=2)[CH2:4][C:3]([OH:35])=[O:2])=[O:14])[N:16]=1)#[N:34]. The yield is 0.800. (4) The yield is 0.560. The reactants are [CH3:1][O:2][C:3]1[CH:4]=[C:5]2[C:10](=[CH:11][C:12]=1[O:13][CH3:14])[N:9]=[CH:8][N:7]=[C:6]2[CH:15]1[CH2:20][CH2:19][NH:18][CH2:17][CH2:16]1.[N:21]([C:24]1[CH:29]=[CH:28][C:27]([O:30][CH3:31])=[CH:26][CH:25]=1)=[C:22]=[O:23]. The catalyst is CN(C=O)C. The product is [CH3:31][O:30][C:27]1[CH:28]=[CH:29][C:24]([NH:21][C:22]([N:18]2[CH2:19][CH2:20][CH:15]([C:6]3[C:5]4[C:10](=[CH:11][C:12]([O:13][CH3:14])=[C:3]([O:2][CH3:1])[CH:4]=4)[N:9]=[CH:8][N:7]=3)[CH2:16][CH2:17]2)=[O:23])=[CH:25][CH:26]=1. (5) The reactants are [NH2:1][C:2]1[CH:3]=[CH:4][C:5]2[CH2:11][CH2:10][CH2:9][C:8](=[O:12])[NH:7][C:6]=2[CH:13]=1.Cl[C:15]1[N:20]=[C:19]([NH:21][C:22]2[CH:31]=[CH:30][CH:29]=[CH:28][C:23]=2[C:24]([NH:26][CH3:27])=[O:25])[C:18]([Cl:32])=[CH:17][N:16]=1. No catalyst specified. The product is [Cl:32][C:18]1[C:19]([NH:21][C:22]2[CH:31]=[CH:30][CH:29]=[CH:28][C:23]=2[C:24]([NH:26][CH3:27])=[O:25])=[N:20][C:15]([NH:1][C:2]2[CH:3]=[CH:4][C:5]3[CH2:11][CH2:10][CH2:9][C:8](=[O:12])[NH:7][C:6]=3[CH:13]=2)=[N:16][CH:17]=1. The yield is 0.180.